From a dataset of Full USPTO retrosynthesis dataset with 1.9M reactions from patents (1976-2016). Predict the reactants needed to synthesize the given product. (1) Given the product [N:29]1([NH:28][C:23]([C:11]2[N:12]([CH3:22])[C:13]([C:14]3[CH:19]=[CH:18][C:17]([Cl:20])=[CH:16][C:15]=3[Cl:21])=[C:9]([C:3]3[CH:4]=[CH:5][C:6]([Cl:8])=[CH:7][C:2]=3[Cl:1])[N:10]=2)=[O:25])[CH2:34][CH2:33][CH2:32][CH2:31][CH2:30]1, predict the reactants needed to synthesize it. The reactants are: [Cl:1][C:2]1[CH:7]=[C:6]([Cl:8])[CH:5]=[CH:4][C:3]=1[C:9]1[N:10]=[C:11]([C:23]([O:25]CC)=O)[N:12]([CH3:22])[C:13]=1[C:14]1[CH:19]=[CH:18][C:17]([Cl:20])=[CH:16][C:15]=1[Cl:21].[NH2:28][N:29]1[CH2:34][CH2:33][CH2:32][CH2:31][CH2:30]1. (2) Given the product [CH3:1][N:2]([CH2:10][CH2:11][NH:12][S:13]([C:16]1[CH:21]=[C:20]([S:22]([C:25]2[CH:30]=[CH:29][CH:28]=[CH:27][CH:26]=2)(=[O:24])=[O:23])[CH:19]=[CH:18][C:17]=1[C:31]([F:34])([F:32])[F:33])(=[O:15])=[O:14])[C:41]([CH:35]1[CH2:40][CH2:39][CH2:38][CH2:37][CH2:36]1)=[O:42], predict the reactants needed to synthesize it. The reactants are: [CH3:1][N:2]([CH2:10][CH2:11][NH:12][S:13]([C:16]1[CH:21]=[C:20]([S:22]([C:25]2[CH:30]=[CH:29][CH:28]=[CH:27][CH:26]=2)(=[O:24])=[O:23])[CH:19]=[CH:18][C:17]=1[C:31]([F:34])([F:33])[F:32])(=[O:15])=[O:14])C(=O)OC(C)(C)C.[CH:35]1([C:41](Cl)=[O:42])[CH2:40][CH2:39][CH2:38][CH2:37][CH2:36]1. (3) Given the product [N:2]1[CH:3]=[CH:4][C:5]([N:8]2[CH2:12][CH2:11][C:10]3([CH2:17][CH2:16][N:15]([CH2:28][C:29]([NH:31][C:32]4[S:33][CH:34]=[C:35]([CH2:37][C:38]([O:40][CH2:41][CH3:42])=[O:39])[N:36]=4)=[O:30])[CH2:14][CH2:13]3)[CH2:9]2)=[CH:6][CH:7]=1, predict the reactants needed to synthesize it. The reactants are: Cl.[N:2]1[CH:7]=[CH:6][C:5]([N:8]2[CH2:12][CH2:11][C:10]3([CH2:17][CH2:16][NH:15][CH2:14][CH2:13]3)[CH2:9]2)=[CH:4][CH:3]=1.CCN(C(C)C)C(C)C.Cl[CH2:28][C:29]([NH:31][C:32]1[S:33][CH:34]=[C:35]([CH2:37][C:38]([O:40][CH2:41][CH3:42])=[O:39])[N:36]=1)=[O:30]. (4) The reactants are: [CH3:1][N:2]1[C:6]2[CH:7]=[CH:8][C:9]([C:11]([OH:13])=O)=[CH:10][C:5]=2[N:4]=[C:3]1[NH:14][C:15]1[S:16][C:17]2[CH:23]=[CH:22][C:21]([O:24][C:25]([F:28])([F:27])[F:26])=[CH:20][C:18]=2[N:19]=1.CN.[CH3:31][N:32](C(ON1N=NC2C=CC=CC1=2)=[N+](C)C)C.F[P-](F)(F)(F)(F)F.CCN(C(C)C)C(C)C. Given the product [CH3:31][NH:32][C:11]([C:9]1[CH:8]=[CH:7][C:6]2[N:2]([CH3:1])[C:3]([NH:14][C:15]3[S:16][C:17]4[CH:23]=[CH:22][C:21]([O:24][C:25]([F:26])([F:27])[F:28])=[CH:20][C:18]=4[N:19]=3)=[N:4][C:5]=2[CH:10]=1)=[O:13], predict the reactants needed to synthesize it. (5) Given the product [CH2:1]([O:3][C:4]([C:6]1[C:7]([O:21][S:22]([C:25]([F:28])([F:27])[F:26])(=[O:24])=[O:23])=[CH:8][C:9](=[O:20])[N:10]2[C:14]=1[CH:13]1[O:15][C:16]([CH3:18])([CH3:19])[O:17][CH:12]1[CH2:11]2)=[O:5])[CH3:2], predict the reactants needed to synthesize it. The reactants are: [CH2:1]([O:3][C:4]([C:6]1[C:7]([OH:21])=[CH:8][C:9](=[O:20])[N:10]2[C:14]=1[CH:13]1[O:15][C:16]([CH3:19])([CH3:18])[O:17][CH:12]1[CH2:11]2)=[O:5])[CH3:2].[S:22](O[S:22]([C:25]([F:28])([F:27])[F:26])(=[O:24])=[O:23])([C:25]([F:28])([F:27])[F:26])(=[O:24])=[O:23]. (6) Given the product [CH2:1]([O:3][C:4]1[CH:9]=[CH:8][C:7]([C:10]2[CH:18]=[CH:17][CH:16]=[C:15]3[C:11]=2[CH2:12][CH2:13][C:14]3=[O:19])=[C:6]([O:20][CH2:29][CH:30]([CH3:32])[CH3:31])[C:5]=1[O:21][CH3:22])[CH3:2], predict the reactants needed to synthesize it. The reactants are: [CH2:1]([O:3][C:4]1[CH:9]=[CH:8][C:7]([C:10]2[CH:18]=[CH:17][CH:16]=[C:15]3[C:11]=2[CH2:12][CH2:13][C:14]3=[O:19])=[C:6]([OH:20])[C:5]=1[O:21][CH3:22])[CH3:2].C(=O)([O-])[O-].[K+].[K+].[CH2:29](Br)[CH:30]([CH3:32])[CH3:31]. (7) Given the product [Cl:28][C:6]1[C:5]([F:29])=[N:4][C:3]([NH:59][CH2:58][CH2:57][C:56]([OH:60])=[O:55])=[C:2]([Cl:1])[C:7]=1[O:8][C:9]1[CH:14]=[CH:13][C:12]([OH:15])=[C:11]([C:17]([NH:19][C:20]2[CH:25]=[CH:26][CH:27]=[CH:22][CH:21]=2)=[O:18])[CH:10]=1, predict the reactants needed to synthesize it. The reactants are: [Cl:1][C:2]1[C:3](F)=[N:4][C:5]([F:29])=[C:6]([Cl:28])[C:7]=1[O:8][C:9]1[CH:14]=[CH:13][C:12]([O:15]C)=[C:11]([C:17]([NH:19][CH2:20][CH2:21][C:22]2[CH:27]=[CH:26][CH:25]=CC=2)=[O:18])[CH:10]=1.C(N)CC1C=CC=CC=1.COC(=O)CN.NC1C=CC=CC=1.Cl.C[O:55][C:56](=[O:60])[CH2:57][CH2:58][NH2:59]. (8) Given the product [Br:1][C:2]1[C:3]([CH:9]=[O:23])=[CH:4][C:5]([F:8])=[N:6][CH:7]=1, predict the reactants needed to synthesize it. The reactants are: [Br:1][C:2]1[C:3]([CH:9](Br)Br)=[CH:4][C:5]([F:8])=[N:6][CH:7]=1.[Br:1][C:2]1[C:3]([CH2:9]Br)=[CH:4][C:5]([F:8])=[N:6][CH:7]=1.C(=O)([O-])[O-:23].[Ca+2]. (9) Given the product [CH3:35][NH:34][C:32]([C:31]1[CH:30]=[C:29]([C:9]2[CH:26]=[CH:25][C:12]3[CH2:13][CH2:14][N:15]([C:18]([O:20][C:21]([CH3:22])([CH3:23])[CH3:24])=[O:19])[CH2:16][CH2:17][C:11]=3[CH:10]=2)[CH:38]=[CH:37][CH:36]=1)=[O:33], predict the reactants needed to synthesize it. The reactants are: CC1(C)C(C)(C)OB([C:9]2[CH:26]=[CH:25][C:12]3[CH2:13][CH2:14][N:15]([C:18]([O:20][C:21]([CH3:24])([CH3:23])[CH3:22])=[O:19])[CH2:16][CH2:17][C:11]=3[CH:10]=2)O1.Br[C:29]1[CH:30]=[C:31]([CH:36]=[CH:37][CH:38]=1)[C:32]([NH:34][CH3:35])=[O:33].